This data is from HIV replication inhibition screening data with 41,000+ compounds from the AIDS Antiviral Screen. The task is: Binary Classification. Given a drug SMILES string, predict its activity (active/inactive) in a high-throughput screening assay against a specified biological target. The compound is NNC(=O)c1ccccc1NC(=O)C(=Cc1ccccc1)NC(=O)c1ccccc1. The result is 0 (inactive).